The task is: Predict the reactants needed to synthesize the given product.. This data is from Full USPTO retrosynthesis dataset with 1.9M reactions from patents (1976-2016). Given the product [F:20][C:21]1[CH:22]=[CH:23][C:24]([C:25]([CH:27]2[CH2:32][CH2:31][N:30]([CH2:2][CH2:3][CH2:4][CH2:5][N:6]3[C:10]4[C:11](=[O:18])[CH2:12][N:13]([CH3:17])[S:14](=[O:16])(=[O:15])[C:9]=4[CH:8]=[CH:7]3)[CH2:29][CH2:28]2)=[O:26])=[CH:33][CH:34]=1, predict the reactants needed to synthesize it. The reactants are: Cl[CH2:2][CH2:3][CH2:4][CH2:5][N:6]1[C:10]2[C:11](=[O:18])[CH2:12][N:13]([CH3:17])[S:14](=[O:16])(=[O:15])[C:9]=2[CH:8]=[CH:7]1.Cl.[F:20][C:21]1[CH:34]=[CH:33][C:24]([C:25]([CH:27]2[CH2:32][CH2:31][NH:30][CH2:29][CH2:28]2)=[O:26])=[CH:23][CH:22]=1.C(=O)([O-])O.[Na+].[I-].[Na+].